From a dataset of Forward reaction prediction with 1.9M reactions from USPTO patents (1976-2016). Predict the product of the given reaction. (1) The product is: [CH3:1][C:2]1[CH:3]=[C:4]([CH:17]=[CH:18][C:19]=1[C:20]1[CH:21]=[CH:22][CH:23]=[CH:24][CH:25]=1)[C:5]([NH:7][CH2:8][CH2:9][CH2:10][CH2:11][CH2:12][C:13]([OH:15])=[O:14])=[O:6]. Given the reactants [CH3:1][C:2]1[CH:3]=[C:4]([CH:17]=[CH:18][C:19]=1[C:20]1[CH:25]=[CH:24][CH:23]=[CH:22][CH:21]=1)[C:5]([NH:7][CH2:8][CH2:9][CH2:10][CH2:11][CH2:12][C:13]([O:15]C)=[O:14])=[O:6].O.[OH-].[Li+], predict the reaction product. (2) The product is: [C:1]([C:5]1[O:9][N:8]=[C:7]([NH:10][C:11](=[O:37])[CH2:12][C:13]2[CH:18]=[CH:17][C:16]([C:19]3[CH:20]=[C:21]4[C:27]([CH2:28][OH:29])=[N:26][NH:25][C:22]4=[N:23][CH:24]=3)=[CH:15][C:14]=2[F:36])[CH:6]=1)([CH3:4])([CH3:2])[CH3:3]. Given the reactants [C:1]([C:5]1[O:9][N:8]=[C:7]([NH:10][C:11](=[O:37])[CH2:12][C:13]2[CH:18]=[CH:17][C:16]([C:19]3[CH:20]=[C:21]4[C:27]([CH:28]=[O:29])=[N:26][N:25](C5CCCCO5)[C:22]4=[N:23][CH:24]=3)=[CH:15][C:14]=2[F:36])[CH:6]=1)([CH3:4])([CH3:3])[CH3:2].[BH4-].[Na+].Cl, predict the reaction product. (3) Given the reactants C[CH:2](C)[C@@H:3]([N:7]1[CH2:15][C:14]2[C:9](=[CH:10][CH:11]=[C:12]([C:16]3[CH:21]=[CH:20][C:19]([NH:22][C:23]([NH:25][C:26]4[CH:31]=[CH:30][CH:29]=[C:28]([C:32]([F:35])([F:34])[F:33])[CH:27]=4)=[O:24])=[CH:18][CH:17]=3)[CH:13]=2)[C:8]1=[O:36])[C:4]([OH:6])=[O:5].O=C1C2C(=CC(C3C=CC(NC(NC4C=CC=C(C(F)(F)F)C=4)=O)=CC=3)=CC=2)CN1[C@@H](C)C(OC)=O, predict the reaction product. The product is: [O:36]=[C:8]1[C:9]2[C:14](=[CH:13][C:12]([C:16]3[CH:17]=[CH:18][C:19]([NH:22][C:23]([NH:25][C:26]4[CH:31]=[CH:30][CH:29]=[C:28]([C:32]([F:34])([F:33])[F:35])[CH:27]=4)=[O:24])=[CH:20][CH:21]=3)=[CH:11][CH:10]=2)[CH2:15][N:7]1[C@@H:3]([CH3:2])[C:4]([OH:6])=[O:5]. (4) Given the reactants Br[C:2]1[CH:3]=[CH:4][C:5]([C:8]([O:10][CH3:11])=[O:9])=[N:6][CH:7]=1.[F:12][C:13]([CH3:33])([CH3:32])[CH2:14][N:15]1[CH2:20][CH2:19][CH:18]([CH2:21][O:22][C:23]2[CH:28]=[CH:27][C:26](B(O)O)=[CH:25][CH:24]=2)[CH2:17][CH2:16]1.C([O-])([O-])=O.[Cs+].[Cs+], predict the reaction product. The product is: [F:12][C:13]([CH3:33])([CH3:32])[CH2:14][N:15]1[CH2:20][CH2:19][CH:18]([CH2:21][O:22][C:23]2[CH:24]=[CH:25][C:26]([C:2]3[CH:3]=[CH:4][C:5]([C:8]([O:10][CH3:11])=[O:9])=[N:6][CH:7]=3)=[CH:27][CH:28]=2)[CH2:17][CH2:16]1. (5) Given the reactants [Br:1][C:2]1[CH:11]=[C:10]2[C:5]([CH:6]=[CH:7][N+:8]([O-])=[C:9]2[Cl:12])=[CH:4][CH:3]=1.[OH-].[Na+].O=P(Cl)(Cl)[Cl:18], predict the reaction product. The product is: [Br:1][C:2]1[CH:11]=[C:10]2[C:5]([CH:6]=[C:7]([Cl:18])[N:8]=[C:9]2[Cl:12])=[CH:4][CH:3]=1.